From a dataset of Forward reaction prediction with 1.9M reactions from USPTO patents (1976-2016). Predict the product of the given reaction. (1) Given the reactants [CH2:1]([C:4]1[N:8]([CH2:9][C:10]2[CH:30]=[CH:29][C:13]3[C:14](=[CH:23]/[C:24](/[NH:27][OH:28])=[N:25]\[H])[C:15]4[CH:22]=[CH:21][CH:20]=[CH:19][C:16]=4[CH2:17][CH2:18][C:12]=3[CH:11]=2)[C:7]2[CH:31]=[CH:32][CH:33]=[CH:34][C:6]=2[N:5]=1)[CH2:2][CH3:3].C(N(CC)CC)C.[F:42][C:43]([F:54])([F:53])[C:44](O[C:44](=O)[C:43]([F:54])([F:53])[F:42])=O.O, predict the reaction product. The product is: [CH2:1]([C:4]1[N:8]([CH2:9][C:10]2[CH:30]=[CH:29][C:13]3/[C:14](=[CH:23]/[C:24]4[N:25]=[C:44]([C:43]([F:54])([F:53])[F:42])[O:28][N:27]=4)/[C:15]4[CH:22]=[CH:21][CH:20]=[CH:19][C:16]=4[CH2:17][CH2:18][C:12]=3[CH:11]=2)[C:7]2[CH:31]=[CH:32][CH:33]=[CH:34][C:6]=2[N:5]=1)[CH2:2][CH3:3]. (2) Given the reactants [CH3:1][CH:2]([CH3:11])[C:3](=[O:10])[CH2:4][C:5]([O:7][CH2:8][CH3:9])=[O:6].[C:12]([O:16][CH3:17])(=[O:15])[CH:13]=[CH2:14], predict the reaction product. The product is: [CH3:17][O:16][C:12](=[O:15])[CH2:13][CH2:14][C:4]([C:5]([O:7][CH2:8][CH3:9])=[O:6])([C:3](=[O:10])[CH:2]([CH3:1])[CH3:11])[CH2:3][CH2:4][C:5]([O:7][CH3:8])=[O:6]. (3) Given the reactants [NH2:1][C:2]1[N:7]=[C:6]([S:8]([CH3:10])=O)[C:5]([C:11]#[N:12])=[C:4]([C:13]2[CH:18]=[CH:17][CH:16]=[CH:15][CH:14]=2)[N:3]=1.SC[CH2:21][C:22]1[CH:27]=[CH:26][CH:25]=[CH:24][N:23]=1.C1CCN2C(=NCCC2)CC1, predict the reaction product. The product is: [NH2:1][C:2]1[N:3]=[C:4]([C:13]2[CH:18]=[CH:17][CH:16]=[CH:15][CH:14]=2)[C:5]([C:11]#[N:12])=[C:6]([S:8][CH2:10][CH2:21][C:22]2[CH:27]=[CH:26][CH:25]=[CH:24][N:23]=2)[N:7]=1.